Dataset: Full USPTO retrosynthesis dataset with 1.9M reactions from patents (1976-2016). Task: Predict the reactants needed to synthesize the given product. (1) Given the product [CH2:19]([N:13]([C:5]1[CH:6]=[C:7]([O:11][CH3:12])[C:8]([CH3:10])=[CH:9][C:4]=1[Br:3])[C:14](=[O:18])[CH:15]([CH3:16])[CH3:17])[C:20]1[CH:25]=[CH:24][CH:23]=[CH:22][CH:21]=1, predict the reactants needed to synthesize it. The reactants are: [OH-].[K+].[Br:3][C:4]1[CH:9]=[C:8]([CH3:10])[C:7]([O:11][CH3:12])=[CH:6][C:5]=1[NH:13][C:14](=[O:18])[CH:15]([CH3:17])[CH3:16].[CH2:19](Br)[C:20]1[CH:25]=[CH:24][CH:23]=[CH:22][CH:21]=1.O. (2) The reactants are: C(OC([N:8]1[CH2:13][CH2:12][N:11]([C:14]2[CH:19]=[CH:18][C:17]([CH3:20])=[CH:16][C:15]=2[CH3:21])[C:10](=[O:22])[CH2:9]1)=O)(C)(C)C.[ClH:23].C(OCC)(=O)C. Given the product [ClH:23].[CH3:21][C:15]1[CH:16]=[C:17]([CH3:20])[CH:18]=[CH:19][C:14]=1[N:11]1[CH2:12][CH2:13][NH:8][CH2:9][C:10]1=[O:22], predict the reactants needed to synthesize it. (3) Given the product [O:29]1[C:33]2([CH2:38][CH2:37][C:36]([C:2]3[N:7]=[C:6]([NH:8][C:9]4[N:14]=[CH:13][C:12]5[N:15]=[C:16]([CH2:21][O:22][CH:23]6[CH2:28][CH2:27][CH2:26][CH2:25][O:24]6)[N:17]([CH:18]([CH3:20])[CH3:19])[C:11]=5[CH:10]=4)[CH:5]=[CH:4][N:3]=3)=[CH:35][CH2:34]2)[O:32][CH2:31][CH2:30]1, predict the reactants needed to synthesize it. The reactants are: Cl[C:2]1[N:7]=[C:6]([NH:8][C:9]2[N:14]=[CH:13][C:12]3[N:15]=[C:16]([CH2:21][O:22][CH:23]4[CH2:28][CH2:27][CH2:26][CH2:25][O:24]4)[N:17]([CH:18]([CH3:20])[CH3:19])[C:11]=3[CH:10]=2)[CH:5]=[CH:4][N:3]=1.[O:29]1[C:33]2([CH2:38][CH:37]=[C:36](B3OC(C)(C)C(C)(C)O3)[CH2:35][CH2:34]2)[O:32][CH2:31][CH2:30]1.C(=O)([O-])[O-].[Cs+].[Cs+].O1CCOCC1.O. (4) Given the product [CH:1]([N:14]1[C:22]2[C:17](=[CH:18][C:19]([Cl:23])=[CH:20][CH:21]=2)[C:16]([CH2:24][CH2:25][O:26][C:27]2[CH:35]=[CH:34][C:30]([C:31]([OH:33])=[O:32])=[CH:29][CH:28]=2)=[C:15]1[CH2:36][CH2:37][NH:38][S:57]([C:52]1[CH:53]=[CH:54][C:55]([Cl:56])=[C:50]([Cl:49])[CH:51]=1)(=[O:59])=[O:58])([C:2]1[CH:3]=[CH:4][CH:5]=[CH:6][CH:7]=1)[C:8]1[CH:9]=[CH:10][CH:11]=[CH:12][CH:13]=1, predict the reactants needed to synthesize it. The reactants are: [CH:1]([N:14]1[C:22]2[C:17](=[CH:18][C:19]([Cl:23])=[CH:20][CH:21]=2)[C:16]([CH2:24][CH2:25][O:26][C:27]2[CH:35]=[CH:34][C:30]([C:31]([OH:33])=[O:32])=[CH:29][CH:28]=2)=[C:15]1[CH2:36][CH2:37][NH:38]S(CC1C=CC=CC=1)(=O)=O)([C:8]1[CH:13]=[CH:12][CH:11]=[CH:10][CH:9]=1)[C:2]1[CH:7]=[CH:6][CH:5]=[CH:4][CH:3]=1.[Cl:49][C:50]1[CH:51]=[C:52]([S:57](Cl)(=[O:59])=[O:58])[CH:53]=[CH:54][C:55]=1[Cl:56].